Predict which catalyst facilitates the given reaction. From a dataset of Catalyst prediction with 721,799 reactions and 888 catalyst types from USPTO. (1) Product: [C:1]([C:3]1[CH:4]=[CH:5][C:6]2[O:10][C:9]([CH:11]([C:17]3[C:25]([O:26][CH3:27])=[CH:24][C:23]([CH3:28])=[C:22]4[C:18]=3[CH:19]=[CH:20][NH:21]4)[CH2:12][C:13]([OH:15])=[O:14])=[N:8][C:7]=2[CH:29]=1)#[N:2]. Reactant: [C:1]([C:3]1[CH:4]=[CH:5][C:6]2[O:10][C:9]([CH:11]([C:17]3[C:25]([O:26][CH3:27])=[CH:24][C:23]([CH3:28])=[C:22]4[C:18]=3[CH:19]=[CH:20][NH:21]4)[CH2:12][C:13]([O:15]C)=[O:14])=[N:8][C:7]=2[CH:29]=1)#[N:2].[OH-].[Na+]. The catalyst class is: 20. (2) Reactant: [Cl:1][C:2]1[CH:16]=[CH:15][C:5]2[C:6]3[C:12]([CH2:13]Br)=[CH:11][CH:10]=[CH:9][C:7]=3[O:8][C:4]=2[CH:3]=1.[C:17]([O:21][CH2:22][CH3:23])(=[O:20])[CH2:18][SH:19].C(=O)([O-])[O-].[K+].[K+].O. Product: [CH2:22]([O:21][C:17](=[O:20])[CH2:18][S:19][CH2:13][C:12]1[C:6]2[C:5]3[CH:15]=[CH:16][C:2]([Cl:1])=[CH:3][C:4]=3[O:8][C:7]=2[CH:9]=[CH:10][CH:11]=1)[CH3:23]. The catalyst class is: 3. (3) Reactant: [CH3:1][N:2]([CH3:28])[C:3]([C:5]1[CH:27]=[CH:26][C:8]([O:9][C:10]2[C:15]3[CH:16]=[C:17]([CH2:19][CH3:20])[O:18][C:14]=3[CH:13]=[C:12]([C:21]([O:23]CC)=[O:22])[CH:11]=2)=[CH:7][CH:6]=1)=[O:4].O[Li].O. Product: [CH3:28][N:2]([CH3:1])[C:3]([C:5]1[CH:27]=[CH:26][C:8]([O:9][C:10]2[C:15]3[CH:16]=[C:17]([CH2:19][CH3:20])[O:18][C:14]=3[CH:13]=[C:12]([C:21]([OH:23])=[O:22])[CH:11]=2)=[CH:7][CH:6]=1)=[O:4]. The catalyst class is: 24. (4) Reactant: [NH:1]1[CH2:6][CH2:5][CH2:4][CH2:3][CH2:2]1.[OH-:7].[Na+]. Product: [N:1]1([CH:4]2[CH2:5][CH2:6][O:7][CH2:2][CH2:3]2)[CH2:6][CH2:5][CH2:4][CH2:3][CH2:2]1. The catalyst class is: 6.